From a dataset of Reaction yield outcomes from USPTO patents with 853,638 reactions. Predict the reaction yield, written as a fraction of the theoretical maximum amount of product (1.0 means a 100% yield; for example, 0.34 means a 34% yield). (1) The yield is 0.590. The reactants are [C:1]([O:5][C:6]([NH:8][C:9]1[CH:14]=[CH:13][C:12](B(O)O)=[CH:11][CH:10]=1)=[O:7])([CH3:4])([CH3:3])[CH3:2].[Br:18][C:19]1[CH:24]=[CH:23][C:22](Br)=[CH:21][CH:20]=1.C(=O)([O-])[O-].[K+].[K+]. The catalyst is COCCOC.C(OCC)(=O)C. The product is [C:1]([O:5][C:6](=[O:7])[NH:8][C:9]1[CH:14]=[CH:13][C:12]([C:22]2[CH:23]=[CH:24][C:19]([Br:18])=[CH:20][CH:21]=2)=[CH:11][CH:10]=1)([CH3:4])([CH3:3])[CH3:2]. (2) The reactants are [CH2:1]([N:8]1[CH2:12][CH2:11][N:10]([C:13]2[S:14][C:15]([C:19]([OH:21])=O)=[C:16]([CH3:18])[N:17]=2)[C:9]1=[O:22])[C:2]1[CH:7]=[CH:6][CH:5]=[CH:4]C=1.C1(CN2CCN(C3SC(C(O)=O)=C(C)N=3)C2=O)CCCC1.[NH2:44][CH2:45][C:46]1[CH:47]=[N:48][CH:49]=[CH:50][CH:51]=1. No catalyst specified. The product is [CH:2]1([CH2:1][N:8]2[CH2:12][CH2:11][N:10]([C:13]3[S:14][C:15]([C:19]([NH:44][CH2:45][C:46]4[CH:47]=[N:48][CH:49]=[CH:50][CH:51]=4)=[O:21])=[C:16]([CH3:18])[N:17]=3)[C:9]2=[O:22])[CH2:7][CH2:6][CH2:5][CH2:4]1. The yield is 0.610.